Dataset: Forward reaction prediction with 1.9M reactions from USPTO patents (1976-2016). Task: Predict the product of the given reaction. (1) Given the reactants Br[C:2]1[CH:24]=[C:23]2[C:5]([CH2:6][CH2:7][C:8]3([C:16]42[N:20]=[C:19]([NH2:21])[C:18]([CH3:22])=[N:17]4)[CH2:13][CH2:12][CH:11]([O:14][CH3:15])[CH2:10][CH2:9]3)=[CH:4][CH:3]=1.[Cl:25][C:26]1[CH:27]=[C:28]([CH:31]=[C:32](B2OC(C)(C)C(C)(C)O2)[CH:33]=1)[C:29]#[N:30], predict the reaction product. The product is: [NH2:21][C:19]1[C:18]([CH3:22])=[N:17][C:16]2([C:23]3[C:5](=[CH:4][CH:3]=[C:2]([C:32]4[CH:31]=[C:28]([CH:27]=[C:26]([Cl:25])[CH:33]=4)[C:29]#[N:30])[CH:24]=3)[CH2:6][CH2:7][C:8]32[CH2:13][CH2:12][CH:11]([O:14][CH3:15])[CH2:10][CH2:9]3)[N:20]=1. (2) Given the reactants [C:1]1([S:7]([C:10]2[CH:11]=[C:12]3[C:17](=[CH:18][CH:19]=2)[C:16]([CH2:20][NH2:21])=[CH:15][CH:14]=[CH:13]3)(=[O:9])=[O:8])[CH:6]=[CH:5][CH:4]=[CH:3][CH:2]=1.[CH2:22](N(CC)CC)[CH3:23].[C:39]([O:38][BH-]([O:38][C:39](=[O:41])[CH3:40])[O:38][C:39](=[O:41])[CH3:40])(=[O:41])[CH3:40].[Na+], predict the reaction product. The product is: [CH2:22]([O:38][C:39](=[O:41])[CH2:40][NH:21][CH2:20][C:16]1[C:17]2[C:12](=[CH:11][C:10]([S:7]([C:1]3[CH:2]=[CH:3][CH:4]=[CH:5][CH:6]=3)(=[O:9])=[O:8])=[CH:19][CH:18]=2)[CH:13]=[CH:14][CH:15]=1)[CH3:23].